From a dataset of Forward reaction prediction with 1.9M reactions from USPTO patents (1976-2016). Predict the product of the given reaction. (1) The product is: [CH3:1][O:2][C:3]1[CH:10]=[C:7]2[C:6](=[CH:5][CH:4]=1)[O:11][C:18](=[O:19])[C:17]([C:15]([OH:16])=[O:14])=[CH:8]2. Given the reactants [CH3:1][O:2][C:3]1[CH:10]=[C:7]([CH:8]=O)[C:6]([OH:11])=[CH:5][CH:4]=1.CC1(C)O[C:18](=[O:19])[CH2:17][C:15](=[O:16])[O:14]1, predict the reaction product. (2) Given the reactants [NH2:1][C:2]1[CH:3]=[C:4]([C:9]([F:12])([F:11])[F:10])[CH:5]=[C:6]([Br:8])[CH:7]=1.[C:13]([O:17][C:18](O[C:18]([O:17][C:13]([CH3:16])([CH3:15])[CH3:14])=[O:19])=[O:19])([CH3:16])([CH3:15])[CH3:14], predict the reaction product. The product is: [Br:8][C:6]1[CH:7]=[C:2]([NH:1][C:18](=[O:19])[O:17][C:13]([CH3:16])([CH3:15])[CH3:14])[CH:3]=[C:4]([C:9]([F:12])([F:10])[F:11])[CH:5]=1. (3) Given the reactants [C:1]([O:5][C:6]([N:8]1[CH2:13][CH2:12][N:11]([C:14]2[CH:19]=[CH:18][C:17]([C:20]([OH:22])=O)=[CH:16][N:15]=2)[C@H:10]([CH3:23])[CH2:9]1)=[O:7])([CH3:4])([CH3:3])[CH3:2].C(Cl)CCl.C1C=NC2N(O)N=NC=2C=1.[CH3:38][C:39]1([CH3:53])[C:43]([CH3:45])([CH3:44])[O:42][B:41]([C:46]2[CH:52]=[CH:51][C:49]([NH2:50])=[CH:48][CH:47]=2)[O:40]1.C(N(CC)C(C)C)(C)C, predict the reaction product. The product is: [C:1]([O:5][C:6]([N:8]1[CH2:13][CH2:12][N:11]([C:14]2[CH:19]=[CH:18][C:17]([C:20](=[O:22])[NH:50][C:49]3[CH:48]=[CH:47][C:46]([B:41]4[O:42][C:43]([CH3:45])([CH3:44])[C:39]([CH3:53])([CH3:38])[O:40]4)=[CH:52][CH:51]=3)=[CH:16][N:15]=2)[C@H:10]([CH3:23])[CH2:9]1)=[O:7])([CH3:3])([CH3:2])[CH3:4]. (4) The product is: [CH2:16]([O:15][C@H:13]1[CH2:12][N:11]2[CH2:24][C@@H:19]([C:20]([O:22][CH3:23])=[O:21])[N:8]([C:33]([O:34][C:38]([CH3:44])([CH3:43])[CH3:39])=[O:36])[CH2:9][C@H:10]2[CH2:14]1)[CH3:17].[CH2:16]([O:15][C@H:13]1[CH2:12][N:11]2[CH2:24][C@H:19]([C:20]([O:22][CH3:23])=[O:21])[N:8]([C:33]([O:35][C:38]([CH3:44])([CH3:43])[CH3:39])=[O:36])[CH2:9][C@H:10]2[CH2:14]1)[CH3:17]. Given the reactants C([NH:8][CH2:9][C@H:10]1[CH2:14][C@@H:13]([O:15][CH2:16][CH3:17])[CH2:12][NH:11]1)C1C=CC=CC=1.Br[CH:19]([CH2:24]Br)[C:20]([O:22][CH3:23])=[O:21].C(N(CC)CC)C.[C:33](=[O:36])([O-:35])[OH:34].[Na+].[C:38]1([CH3:44])[CH:43]=CC=C[CH:39]=1, predict the reaction product. (5) Given the reactants [C:1]([N:5]1[C:9]([NH:10][C:11]2[N:16]=[C:15]([CH:17]=[O:18])[CH:14]=[N:13][CH:12]=2)=[CH:8][CH:7]=[N:6]1)([CH3:4])([CH3:3])[CH3:2].[BH4-].[Na+].Cl, predict the reaction product. The product is: [C:1]([N:5]1[C:9]([NH:10][C:11]2[N:16]=[C:15]([CH2:17][OH:18])[CH:14]=[N:13][CH:12]=2)=[CH:8][CH:7]=[N:6]1)([CH3:4])([CH3:3])[CH3:2].